From a dataset of Forward reaction prediction with 1.9M reactions from USPTO patents (1976-2016). Predict the product of the given reaction. (1) Given the reactants S(Cl)(Cl)=O.[Br:5][C:6]1[C:14]([CH3:15])=[CH:13][CH:12]=[CH:11][C:7]=1[C:8]([OH:10])=O.CN(C=O)C.CCN(C(C)C)C(C)C.[CH2:30]([NH2:33])[C:31]#[CH:32].[H-].[Na+], predict the reaction product. The product is: [Br:5][C:6]1[C:14]([CH3:15])=[CH:13][CH:12]=[CH:11][C:7]=1[C:8]1[O:10][C:31]([CH3:32])=[CH:30][N:33]=1. (2) Given the reactants [CH3:1][C:2]1([CH3:15])[O:14][C:6]2=[C:7]([CH3:13])[N:8]=[CH:9][C:10]([CH2:11][NH2:12])=[C:5]2[CH2:4][O:3]1.[C:16]([C:18]1[CH:19]=[C:20]([CH:24]=[CH:25][CH:26]=1)[C:21](O)=[O:22])#[N:17].Cl.CN(C)CCCN=C=NCC, predict the reaction product. The product is: [C:16]([C:18]1[CH:19]=[C:20]([CH:24]=[CH:25][CH:26]=1)[C:21]([NH:12][CH2:11][C:10]1[CH:9]=[N:8][C:7]([CH3:13])=[C:6]2[O:14][C:2]([CH3:15])([CH3:1])[O:3][CH2:4][C:5]=12)=[O:22])#[N:17]. (3) Given the reactants [CH3:1][C:2]1[CH:7]=[C:6]([NH:8][C:9]([C:11]2[C:16]([NH2:17])=[CH:15][CH:14]=[C:13]([CH3:18])[N:12]=2)=[O:10])[CH:5]=[CH:4][N:3]=1.Br[C:20]1[CH:21]=[N:22][CH:23]=[CH:24][CH:25]=1, predict the reaction product. The product is: [CH3:1][C:2]1[CH:7]=[C:6]([NH:8][C:9]([C:11]2[C:16]([NH:17][C:20]3[CH:21]=[N:22][CH:23]=[CH:24][CH:25]=3)=[CH:15][CH:14]=[C:13]([CH3:18])[N:12]=2)=[O:10])[CH:5]=[CH:4][N:3]=1. (4) The product is: [C:1]([O:5][C:6]([NH:8][C@H:9]([CH:13]1[CH2:14][CH2:15][O:16][CH2:17][CH2:18]1)[C:10]([O:12][CH2:26][C:27]([C:29]1[CH:34]=[C:33]([F:35])[CH:32]=[CH:31][C:30]=1[F:36])=[O:28])=[O:11])=[O:7])([CH3:4])([CH3:2])[CH3:3]. Given the reactants [C:1]([O:5][C:6]([NH:8][C@H:9]([CH:13]1[CH2:18][CH2:17][O:16][CH2:15][CH2:14]1)[C:10]([OH:12])=[O:11])=[O:7])([CH3:4])([CH3:3])[CH3:2].C([O-])([O-])=O.[K+].[K+].Cl[CH2:26][C:27]([C:29]1[CH:34]=[C:33]([F:35])[CH:32]=[CH:31][C:30]=1[F:36])=[O:28], predict the reaction product. (5) Given the reactants [CH3:1][O:2][C:3]1[CH:10]=[C:9]([N+:11]([O-:13])=[O:12])[C:6]([C:7]#[N:8])=[C:5]([N+:14]([O-])=O)[CH:4]=1.[C:17]([O:21][C:22]([N:24]1[CH2:29][CH2:28]N[CH2:26][CH2:25]1)=[O:23])([CH3:20])([CH3:19])[CH3:18], predict the reaction product. The product is: [C:17]([O:21][C:22]([N:24]1[CH2:29][CH2:28][N:14]([C:5]2[CH:4]=[C:3]([O:2][CH3:1])[CH:10]=[C:9]([N+:11]([O-:13])=[O:12])[C:6]=2[C:7]#[N:8])[CH2:26][CH2:25]1)=[O:23])([CH3:20])([CH3:19])[CH3:18]. (6) Given the reactants CC1(C)CC(=O)C2C3C(C(OC)=O)=CC=CC=3NC=2C1.[CH2:21](Cl)[C:22]1[CH:27]=[CH:26][CH:25]=[CH:24][CH:23]=1.C[N:30]1[C:42]2[CH2:41][CH2:40][CH2:39][C:38]3=[N:43][NH:44][C:45](=[O:46])[C:35]4[C:36]([C:37]=23)=[C:31]1[CH:32]=[CH:33][CH:34]=4, predict the reaction product. The product is: [CH2:21]([N:30]1[C:42]2[CH2:41][CH2:40][CH2:39][C:38]3=[N:43][NH:44][C:45](=[O:46])[C:35]4[C:36]([C:37]=23)=[C:31]1[CH:32]=[CH:33][CH:34]=4)[C:22]1[CH:27]=[CH:26][CH:25]=[CH:24][CH:23]=1. (7) Given the reactants [H-].[Na+].[OH:3][C:4]1[CH:11]=[CH:10][C:7]([CH:8]=[O:9])=[CH:6][CH:5]=1.CC1C=CC(S(O[CH2:23][C:24]([F:27])([F:26])[F:25])(=O)=O)=CC=1.O, predict the reaction product. The product is: [F:25][C:24]([F:27])([F:26])[CH2:23][O:3][C:4]1[CH:11]=[CH:10][C:7]([CH:8]=[O:9])=[CH:6][CH:5]=1. (8) Given the reactants [NH2:1][C:2]1[N:25]=[C:5]2[CH:6]=[CH:7][C:8]([O:10][C:11]3[CH:12]=[C:13]([NH:17]C(=O)OC(C)(C)C)[CH:14]=[CH:15][CH:16]=3)=[CH:9][N:4]2[N:3]=1.[CH:26]1([C:29](Cl)=[O:30])[CH2:28][CH2:27]1, predict the reaction product. The product is: [NH2:17][C:13]1[CH:12]=[C:11]([CH:16]=[CH:15][CH:14]=1)[O:10][C:8]1[CH:7]=[CH:6][C:5]2[N:4]([N:3]=[C:2]([NH:1][C:29]([CH:26]3[CH2:28][CH2:27]3)=[O:30])[N:25]=2)[CH:9]=1.